From a dataset of NCI-60 drug combinations with 297,098 pairs across 59 cell lines. Regression. Given two drug SMILES strings and cell line genomic features, predict the synergy score measuring deviation from expected non-interaction effect. (1) Drug 1: COC1=CC(=CC(=C1O)OC)C2C3C(COC3=O)C(C4=CC5=C(C=C24)OCO5)OC6C(C(C7C(O6)COC(O7)C8=CC=CS8)O)O. Drug 2: CN(C)N=NC1=C(NC=N1)C(=O)N. Cell line: SF-539. Synergy scores: CSS=41.7, Synergy_ZIP=-2.56, Synergy_Bliss=-2.44, Synergy_Loewe=-33.4, Synergy_HSA=-1.23. (2) Drug 1: CC12CCC3C(C1CCC2=O)CC(=C)C4=CC(=O)C=CC34C. Drug 2: CC1C(C(CC(O1)OC2CC(OC(C2O)C)OC3=CC4=CC5=C(C(=O)C(C(C5)C(C(=O)C(C(C)O)O)OC)OC6CC(C(C(O6)C)O)OC7CC(C(C(O7)C)O)OC8CC(C(C(O8)C)O)(C)O)C(=C4C(=C3C)O)O)O)O. Cell line: BT-549. Synergy scores: CSS=63.3, Synergy_ZIP=6.66, Synergy_Bliss=11.0, Synergy_Loewe=10.5, Synergy_HSA=10.1. (3) Drug 1: CC1=C2C(C(=O)C3(C(CC4C(C3C(C(C2(C)C)(CC1OC(=O)C(C(C5=CC=CC=C5)NC(=O)OC(C)(C)C)O)O)OC(=O)C6=CC=CC=C6)(CO4)OC(=O)C)O)C)O. Drug 2: C1C(C(OC1N2C=NC(=NC2=O)N)CO)O. Cell line: NCI-H522. Synergy scores: CSS=7.33, Synergy_ZIP=-4.17, Synergy_Bliss=0.245, Synergy_Loewe=-0.0322, Synergy_HSA=0.549. (4) Synergy scores: CSS=5.51, Synergy_ZIP=0.466, Synergy_Bliss=1.77, Synergy_Loewe=-1.49, Synergy_HSA=-0.330. Drug 1: C1CC(C1)(C(=O)O)C(=O)O.[NH2-].[NH2-].[Pt+2]. Cell line: SK-MEL-28. Drug 2: C1=NNC2=C1C(=O)NC=N2. (5) Drug 1: CC(C1=C(C=CC(=C1Cl)F)Cl)OC2=C(N=CC(=C2)C3=CN(N=C3)C4CCNCC4)N. Drug 2: CN(C(=O)NC(C=O)C(C(C(CO)O)O)O)N=O. Cell line: OVCAR-4. Synergy scores: CSS=-1.57, Synergy_ZIP=0.529, Synergy_Bliss=1.08, Synergy_Loewe=0.470, Synergy_HSA=-0.111. (6) Drug 1: C1CN1C2=NC(=NC(=N2)N3CC3)N4CC4. Drug 2: C1=NC2=C(N1)C(=S)N=CN2. Cell line: NCI-H322M. Synergy scores: CSS=40.4, Synergy_ZIP=-3.21, Synergy_Bliss=-3.87, Synergy_Loewe=-27.2, Synergy_HSA=-1.56.